From a dataset of Forward reaction prediction with 1.9M reactions from USPTO patents (1976-2016). Predict the product of the given reaction. (1) Given the reactants [CH2:1]([O:3][C:4]([C@H:6]1[CH2:8][C@@H:7]1[C:9]1[CH:14]=[CH:13][C:12]([O:15][C@H:16]2[C:24]3[C:19](=[C:20](B4OC(C)(C)C(C)(C)O4)[CH:21]=[CH:22][C:23]=3[F:25])[CH2:18][CH2:17]2)=[CH:11][CH:10]=1)=[O:5])[CH3:2].[OH:35]O, predict the reaction product. The product is: [CH2:1]([O:3][C:4]([C@H:6]1[CH2:8][C@@H:7]1[C:9]1[CH:10]=[CH:11][C:12]([O:15][C@H:16]2[C:24]3[C:19](=[C:20]([OH:35])[CH:21]=[CH:22][C:23]=3[F:25])[CH2:18][CH2:17]2)=[CH:13][CH:14]=1)=[O:5])[CH3:2]. (2) The product is: [F:40][C:39]([F:42])([F:41])[C:37]([OH:43])=[O:38].[NH2:29][CH2:28][CH2:27][CH2:26][C:19]1([CH2:18][S:15]([N:12]2[CH2:13][CH2:14][CH:9]([O:8][C:5]3[CH:4]=[CH:3][C:2]([Cl:1])=[CH:7][N:6]=3)[CH2:10][CH2:11]2)(=[O:16])=[O:17])[NH:20][C:21](=[O:25])[NH:22][C:23]1=[O:24]. Given the reactants [Cl:1][C:2]1[CH:3]=[CH:4][C:5]([O:8][CH:9]2[CH2:14][CH2:13][N:12]([S:15]([CH2:18][C:19]3([CH2:26][CH2:27][CH2:28][NH:29]C(=O)OC(C)(C)C)[C:23](=[O:24])[NH:22][C:21](=[O:25])[NH:20]3)(=[O:17])=[O:16])[CH2:11][CH2:10]2)=[N:6][CH:7]=1.[C:37]([OH:43])([C:39]([F:42])([F:41])[F:40])=[O:38], predict the reaction product. (3) Given the reactants [NH2:1][C:2]1[CH:7]=[CH:6][C:5]([S:8]([NH:11][CH3:12])(=[O:10])=[O:9])=[CH:4][CH:3]=1.C(N(CC)CC)C.[Cl:20][C:21]1[C:26]([C:27](Cl)=[O:28])=[C:25]([Cl:30])[N:24]=[CH:23][N:22]=1, predict the reaction product. The product is: [Cl:20][C:21]1[C:26]([C:27]([NH:1][C:2]2[CH:7]=[CH:6][C:5]([S:8](=[O:10])(=[O:9])[NH:11][CH3:12])=[CH:4][CH:3]=2)=[O:28])=[C:25]([Cl:30])[N:24]=[CH:23][N:22]=1. (4) Given the reactants Br[C:2]1[C:7]([CH:8]=[O:9])=[CH:6][CH:5]=[CH:4][C:3]=1[CH:10]([O:15][C:16]([CH3:19])([CH3:18])[CH3:17])[C:11]([O:13][CH3:14])=[O:12].C(=O)([O-])[O-].[Na+].[Na+].CC1(C)C(C)(C)OB([C:34]2[CH:35]=[C:36]3[C:41](=[CH:42][CH:43]=2)[O:40][CH2:39][CH2:38][CH2:37]3)O1, predict the reaction product. The product is: [C:16]([O:15][CH:10]([C:3]1[CH:4]=[CH:5][CH:6]=[C:7]([CH:8]=[O:9])[C:2]=1[C:34]1[CH:43]=[CH:42][C:41]2[O:40][CH2:39][CH2:38][CH2:37][C:36]=2[CH:35]=1)[C:11]([O:13][CH3:14])=[O:12])([CH3:19])([CH3:18])[CH3:17]. (5) The product is: [CH3:23][O:22][C:19]1[CH:20]=[CH:21][C:16]([C:9]([C:6]2[CH:7]=[CH:8][C:3]([O:2][CH3:1])=[C:4]([CH3:25])[CH:5]=2)=[CH:10][CH2:12][CH2:13][CH2:14][CH3:15])=[CH:17][C:18]=1[CH3:24]. Given the reactants [CH3:1][O:2][C:3]1[CH:8]=[CH:7][C:6]([C:9]2([C:16]3[CH:21]=[CH:20][C:19]([O:22][CH3:23])=[C:18]([CH3:24])[CH:17]=3)C[CH:10]2[CH2:12][CH2:13][CH2:14][CH3:15])=[CH:5][C:4]=1[CH3:25].B(Br)(Br)Br, predict the reaction product. (6) The product is: [P:15]([O-:26])([O-:22])([O-:16])=[O:14].[Ca+2:9].[Ca+2:9].[Ca+2:9].[P:15]([O-:26])([O-:22])([O-:16])=[O:14].[O-2:6].[Ca+2:9]. Given the reactants O.O.O.O.[N+]([O-])([O-])=[O:6].[Ca+2:9].[N+]([O-])([O-])=O.[O:14]=[P:15]12[O:26]P3(OP(OP(O3)([O:22]1)=O)(=O)[O:16]2)=O.O, predict the reaction product. (7) Given the reactants [Cl:1][C:2]1[N:3]=[N:4][C:5]([O:8][C:9]2[CH:14]=[CH:13][C:12]([CH:15]=[O:16])=[CH:11][CH:10]=2)=[CH:6][CH:7]=1.[BH4-].[Na+].O, predict the reaction product. The product is: [Cl:1][C:2]1[N:3]=[N:4][C:5]([O:8][C:9]2[CH:14]=[CH:13][C:12]([CH2:15][OH:16])=[CH:11][CH:10]=2)=[CH:6][CH:7]=1. (8) Given the reactants C([Si](C1C=CC=CC=1)(C1C=CC=CC=1)[O:6][C:7]1[CH:8]=[CH:9][C:10]2[C:14]([O:15][C:16]3[CH:21]=[CH:20][C:19]([O:22][CH2:23][CH2:24][N:25]4[CH2:30][CH2:29][CH2:28][CH2:27][CH2:26]4)=[CH:18][CH:17]=3)=[C:13]([C:31]3[CH:38]=[CH:37][C:34]([CH:35]=[O:36])=[CH:33][CH:32]=3)[S:12][C:11]=2[CH:39]=1)(C)(C)C.[F-].C([N+](CCCC)(CCCC)CCCC)CCC, predict the reaction product. The product is: [OH:6][C:7]1[CH:8]=[CH:9][C:10]2[C:14]([O:15][C:16]3[CH:21]=[CH:20][C:19]([O:22][CH2:23][CH2:24][N:25]4[CH2:30][CH2:29][CH2:28][CH2:27][CH2:26]4)=[CH:18][CH:17]=3)=[C:13]([C:31]3[CH:32]=[CH:33][C:34]([CH:35]=[O:36])=[CH:37][CH:38]=3)[S:12][C:11]=2[CH:39]=1. (9) Given the reactants [F:1][C:2]1[CH:3]=[C:4]([CH:14]([NH:16][C:17]([C:19]2[N:20]=[C:21](Cl)[O:22][CH:23]=2)=[O:18])[CH3:15])[CH:5]=[C:6]([F:13])[C:7]=1[NH:8][S:9]([CH3:12])(=[O:11])=[O:10].[CH:25]1([C:29]2[CH:30]=[C:31]([OH:35])[CH:32]=[CH:33][CH:34]=2)[CH2:28][CH2:27][CH2:26]1, predict the reaction product. The product is: [F:1][C:2]1[CH:3]=[C:4]([CH:14]([NH:16][C:17]([C:19]2[N:20]=[C:21]([O:35][C:31]3[CH:32]=[CH:33][CH:34]=[C:29]([CH:25]4[CH2:28][CH2:27][CH2:26]4)[CH:30]=3)[O:22][CH:23]=2)=[O:18])[CH3:15])[CH:5]=[C:6]([F:13])[C:7]=1[NH:8][S:9]([CH3:12])(=[O:11])=[O:10].